From a dataset of Peptide-MHC class II binding affinity with 134,281 pairs from IEDB. Regression. Given a peptide amino acid sequence and an MHC pseudo amino acid sequence, predict their binding affinity value. This is MHC class II binding data. (1) The peptide sequence is VIGLLPQNMVLTTQG. The MHC is DRB1_0901 with pseudo-sequence DRB1_0901. The binding affinity (normalized) is 0.652. (2) The peptide sequence is KKPFALLLVLAGWLFHV. The MHC is DRB1_1101 with pseudo-sequence DRB1_1101. The binding affinity (normalized) is 0.429. (3) The peptide sequence is FDISKISGEWYSIFL. The MHC is DRB1_1201 with pseudo-sequence DRB1_1201. The binding affinity (normalized) is 0.446. (4) The peptide sequence is VRAVAESHGVAAVLF. The MHC is DRB1_0301 with pseudo-sequence DRB1_0301. The binding affinity (normalized) is 0.175. (5) The peptide sequence is AFKVAATAANAAPNN. The MHC is DRB1_0901 with pseudo-sequence DRB1_0901. The binding affinity (normalized) is 0.788. (6) The peptide sequence is GSMAKKGDEQKLRSA. The MHC is HLA-DPA10103-DPB10401 with pseudo-sequence HLA-DPA10103-DPB10401. The binding affinity (normalized) is 0.115. (7) The peptide sequence is AHLAEENEGDNACKR. The MHC is DRB1_1301 with pseudo-sequence DRB1_1301. The binding affinity (normalized) is 0. (8) The MHC is DRB1_0301 with pseudo-sequence DRB1_0301. The peptide sequence is ANGKTLGEVWKRELN. The binding affinity (normalized) is 0.348.